This data is from Forward reaction prediction with 1.9M reactions from USPTO patents (1976-2016). The task is: Predict the product of the given reaction. (1) The product is: [NH2:10][CH:11]1[CH2:16][CH2:15][N:14]([CH:17]([CH3:19])[CH3:18])[CH2:13][CH2:12]1. Given the reactants C(OC(=O)[NH:10][CH:11]1[CH2:16][CH2:15][N:14]([CH:17]([CH3:19])[CH3:18])[CH2:13][CH2:12]1)C1C=CC=CC=1, predict the reaction product. (2) Given the reactants NC([C:4]1[CH:9]=[C:8]([O:10][C:11]2[CH:16]=[CH:15][C:14]([NH:17][C:18]([C:20]3([C:23]([NH:25][C:26]4[CH:31]=[CH:30][C:29]([F:32])=[CH:28][CH:27]=4)=[O:24])[CH2:22][CH2:21]3)=[O:19])=[C:13]([F:33])[C:12]=2[F:34])[CH:7]=[CH:6][N:5]=1)=O.O.FC(F)(F)C(OI(C1C=CC=CC=1)OC(=O)C(F)(F)F)=O.[OH-].[Na+].C[N:60](C)C=O, predict the reaction product. The product is: [NH2:60][C:4]1[CH:9]=[C:8]([O:10][C:11]2[CH:16]=[CH:15][C:14]([NH:17][C:18]([C:20]3([C:23]([NH:25][C:26]4[CH:31]=[CH:30][C:29]([F:32])=[CH:28][CH:27]=4)=[O:24])[CH2:21][CH2:22]3)=[O:19])=[C:13]([F:33])[C:12]=2[F:34])[CH:7]=[CH:6][N:5]=1. (3) Given the reactants S1[CH:5]=[CH:4][C:3]([C@@H:6]([C@@H:8]2[C@@H:13]([CH3:14])[CH2:12][CH2:11][CH2:10][C:9]2([CH3:16])[CH3:15])[OH:7])=[CH:2]1.[CH3:17][C:18](OI1(OC(C)=O)(OC(C)=O)OC(=O)C2C=CC=CC1=2)=O.C(=O)(O)[O-].[Na+], predict the reaction product. The product is: [CH:3]1([C:6]([C@@H:8]2[C@@H:13]([CH3:14])[CH2:12][CH2:11][CH2:10][C:9]2([CH3:16])[CH3:15])=[O:7])[CH2:4][CH2:5][CH2:18][CH2:17][CH2:2]1. (4) Given the reactants Cl.Cl[C:3]1[N:8]=[C:7]2[CH2:9][CH2:10][CH2:11][C:6]2=[C:5]([Cl:12])[CH:4]=1.[Cl:13][C:14]1[CH:15]=[C:16](B(O)O)[CH:17]=[CH:18][CH:19]=1.C([O-])([O-])=O.[K+].[K+].C1(C)C=CC=CC=1, predict the reaction product. The product is: [Cl:12][C:5]1[CH:4]=[C:3]([C:18]2[CH:17]=[CH:16][CH:15]=[C:14]([Cl:13])[CH:19]=2)[N:8]=[C:7]2[CH2:9][CH2:10][CH2:11][C:6]=12.